Dataset: Reaction yield outcomes from USPTO patents with 853,638 reactions. Task: Predict the reaction yield, written as a fraction of the theoretical maximum amount of product (1.0 means a 100% yield; for example, 0.34 means a 34% yield). (1) The reactants are [C:1]([O:7]CC)(=O)[CH2:2][C:3]([CH3:5])=O.[C:10]1([NH:16][NH2:17])[CH:15]=[CH:14][CH:13]=[CH:12][CH:11]=1. The catalyst is C(O)C. The product is [CH3:5][C:3]1[CH2:2][C:1](=[O:7])[N:16]([C:10]2[CH:15]=[CH:14][CH:13]=[CH:12][CH:11]=2)[N:17]=1. The yield is 0.670. (2) The reactants are [CH3:1][C:2]1[CH:9]=[CH:8][C:5]([CH2:6]Br)=[CH:4][CH:3]=1.[H-].[Na+].[F:12][C:13]([F:22])([F:21])[CH2:14][CH2:15][CH:16]([C:19]#[N:20])[C:17]#[N:18]. The catalyst is CN(C)C=O. The product is [CH3:1][C:2]1[CH:9]=[CH:8][C:5]([CH2:6][C:16]([CH2:15][CH2:14][C:13]([F:12])([F:21])[F:22])([C:17]#[N:18])[C:19]#[N:20])=[CH:4][CH:3]=1. The yield is 0.760. (3) The reactants are [CH3:1][O:2][CH2:3][C:4]1[N:5]=[C:6]([NH2:9])[S:7][CH:8]=1.N1C=CC=CC=1.[C:16](O[C:16]([O:18][C:19]([CH3:22])([CH3:21])[CH3:20])=[O:17])([O:18][C:19]([CH3:22])([CH3:21])[CH3:20])=[O:17]. The catalyst is C(#N)C. The product is [CH3:1][O:2][CH2:3][C:4]1[N:5]=[C:6]([NH:9][C:16](=[O:17])[O:18][C:19]([CH3:22])([CH3:21])[CH3:20])[S:7][CH:8]=1. The yield is 0.580. (4) The reactants are Br[C:2]1[O:3][C:4]2[C:24]([O:25]C(=O)C)=[C:23]([O:29][CH3:30])[CH:22]=[CH:21][C:5]=2[C:6]=1[C:7](=[O:20])[C:8]1[CH:13]=[C:12]([O:14][CH3:15])[C:11]([O:16][CH3:17])=[C:10]([O:18][CH3:19])[CH:9]=1.[NH2:31][C:32]1[CH:33]=[N:34][CH:35]=[CH:36][CH:37]=1. The catalyst is C(#N)C.O. The product is [OH:25][C:24]1[C:4]2[O:3][C:2]([NH:31][C:32]3[CH:33]=[N:34][CH:35]=[CH:36][CH:37]=3)=[C:6]([C:7]([C:8]3[CH:13]=[C:12]([O:14][CH3:15])[C:11]([O:16][CH3:17])=[C:10]([O:18][CH3:19])[CH:9]=3)=[O:20])[C:5]=2[CH:21]=[CH:22][C:23]=1[O:29][CH3:30]. The yield is 0.230. (5) The reactants are [I:1][C:2]1[O:3][C:4]([C:10]2[CH:15]=[CH:14][C:13]([O:16][CH3:17])=[CH:12][CH:11]=2)=[C:5]([C:7](O)=[O:8])[N:6]=1.O.OC1C2N=N[NH:25]C=2C=CC=1.N.O1CCOCC1.Cl.CN(C)CCCN=C=NCC. The catalyst is C(Cl)Cl.CN(C=O)C.CCOC(C)=O. The product is [I:1][C:2]1[O:3][C:4]([C:10]2[CH:15]=[CH:14][C:13]([O:16][CH3:17])=[CH:12][CH:11]=2)=[C:5]([C:7]([NH2:25])=[O:8])[N:6]=1. The yield is 0.700. (6) The reactants are C(N(CC)C(=O)[O:5][C:6]1[CH:15]=[CH:14][C:13]2[C:8](=[CH:9][CH:10]=[CH:11][CH:12]=2)[CH:7]=1)C. The catalyst is C1COCC1. The product is [CH:7]1[C:8]2[C:13](=[CH:12][CH:11]=[CH:10][CH:9]=2)[CH:14]=[CH:15][C:6]=1[OH:5]. The yield is 0.950.